Dataset: Reaction yield outcomes from USPTO patents with 853,638 reactions. Task: Predict the reaction yield, written as a fraction of the theoretical maximum amount of product (1.0 means a 100% yield; for example, 0.34 means a 34% yield). (1) The reactants are [CH3:1][C:2]1[CH:6]=[C:5]([CH3:7])[NH:4][C:3]=1[CH:8]=[O:9].[Cl:10][C:11]1[CH:18]=[C:17]([Cl:19])[CH:16]=[CH:15][C:12]=1[CH2:13]Cl.CN(C)C=O.[H-].[Na+]. The catalyst is O. The product is [Cl:10][C:11]1[CH:18]=[C:17]([Cl:19])[CH:16]=[CH:15][C:12]=1[CH2:13][N:4]1[C:5]([CH3:7])=[CH:6][C:2]([CH3:1])=[C:3]1[CH:8]=[O:9]. The yield is 0.650. (2) The reactants are [Cl:1][C:2]1[CH:7]=[C:6]([F:8])[CH:5]=[CH:4][C:3]=1[N:9]([S:13]([CH2:16][Cl:17])(=[O:15])=[O:14])[C:10](=[O:12])[CH3:11].[N+:18]([O-])([OH:20])=[O:19]. The catalyst is S(=O)(=O)(O)O.OS(O)(=O)=O.O=S(=O)=O. The product is [Cl:1][C:2]1[CH:7]=[C:6]([F:8])[C:5]([N+:18]([O-:20])=[O:19])=[CH:4][C:3]=1[N:9]([S:13]([CH2:16][Cl:17])(=[O:14])=[O:15])[C:10](=[O:12])[CH3:11]. The yield is 0.920. (3) The reactants are Cl.[NH2:2][C@H:3]1[CH2:8][CH2:7][C@H:6](C2C=CC=CC=2)[CH2:5][C@H:4]1[CH2:15][OH:16].[C:17](O[C:17]([O:19][C:20]([CH3:23])([CH3:22])[CH3:21])=[O:18])([O:19][C:20]([CH3:23])([CH3:22])[CH3:21])=[O:18].C(N(CC)CC)C. The catalyst is CO. The product is [OH:16][CH2:15][C@@H:4]1[CH2:5][CH2:6][CH2:7][CH2:8][C@@H:3]1[NH:2][C:17](=[O:18])[O:19][C:20]([CH3:23])([CH3:22])[CH3:21]. The yield is 0.850. (4) The reactants are Br[C:2]1[CH:10]=[C:9]2[C:5]([CH:6]=[CH:7][N:8]2[S:11]([C:14]2[CH:19]=[CH:18][C:17]([O:20][CH3:21])=[CH:16][C:15]=2[F:22])(=[O:13])=[O:12])=[C:4]([O:23][CH3:24])[CH:3]=1.[CH3:25][C:26]1([CH3:42])[C:30]([CH3:32])([CH3:31])[O:29][B:28]([B:28]2[O:29][C:30]([CH3:32])([CH3:31])[C:26]([CH3:42])([CH3:25])[O:27]2)[O:27]1.C([O-])(=O)C.[K+]. The catalyst is O1CCOCC1.C(OCC)(=O)C.C1(P(C2C=CC=CC=2)[C-]2C=CC=C2)C=CC=CC=1.[C-]1(P(C2C=CC=CC=2)C2C=CC=CC=2)C=CC=C1.[Fe+2]. The product is [F:22][C:15]1[CH:16]=[C:17]([O:20][CH3:21])[CH:18]=[CH:19][C:14]=1[S:11]([N:8]1[C:9]2[C:5](=[C:4]([O:23][CH3:24])[CH:3]=[C:2]([B:28]3[O:29][C:30]([CH3:32])([CH3:31])[C:26]([CH3:42])([CH3:25])[O:27]3)[CH:10]=2)[CH:6]=[CH:7]1)(=[O:13])=[O:12]. The yield is 0.900. (5) The reactants are [CH3:1][N:2]([CH3:8])[C@H:3]1[CH2:7][CH2:6][NH:5][CH2:4]1.F[C:10]1[C:11]([C:25]2[CH:30]=[CH:29][CH:28]=[CH:27][CH:26]=2)=[C:12]([CH3:24])[C:13]([C:22]#[N:23])=[C:14]2[C:18]=1[O:17][C:16]([CH2:19][O:20][CH3:21])=[N:15]2.O.C(=O)(O)[O-].[Na+]. The catalyst is CS(C)=O. The product is [CH3:1][N:2]([CH3:8])[C@H:3]1[CH2:7][CH2:6][N:5]([C:10]2[C:11]([C:25]3[CH:30]=[CH:29][CH:28]=[CH:27][CH:26]=3)=[C:12]([CH3:24])[C:13]([C:22]#[N:23])=[C:14]3[C:18]=2[O:17][C:16]([CH2:19][O:20][CH3:21])=[N:15]3)[CH2:4]1. The yield is 0.170. (6) The reactants are [Cl:1][C:2]1[CH:7]=[CH:6][CH:5]=[CH:4][C:3]=1[NH:8][C:9]1[C:10]([F:21])=[C:11]([F:20])[CH:12]=[C:13]2[C:17]=1[C:16](=[O:18])[NH:15][CH:14]2[CH3:19].C1C(=O)N([Br:29])C(=O)C1. The catalyst is CN(C=O)C.CCOC(C)=O. The product is [Br:29][C:6]1[CH:5]=[CH:4][C:3]([NH:8][C:9]2[C:10]([F:21])=[C:11]([F:20])[CH:12]=[C:13]3[C:17]=2[C:16](=[O:18])[NH:15][CH:14]3[CH3:19])=[C:2]([Cl:1])[CH:7]=1. The yield is 0.470.